From a dataset of Reaction yield outcomes from USPTO patents with 853,638 reactions. Predict the reaction yield, written as a fraction of the theoretical maximum amount of product (1.0 means a 100% yield; for example, 0.34 means a 34% yield). (1) The reactants are C[O:2][C:3](=O)[CH:4]=[CH:5][CH:6]=[CH:7][CH2:8][S:9][C:10]1[CH:19]=[CH:18][C:17]2[C:12](=[CH:13][CH:14]=[CH:15][CH:16]=2)[CH:11]=1.[NH2:21][OH:22].[OH-].[K+].CO. The catalyst is C1COCC1. The product is [OH:22][NH:21][C:3](=[O:2])[CH:4]=[CH:5][CH:6]=[CH:7][CH2:8][S:9][C:10]1[CH:19]=[CH:18][C:17]2[C:12](=[CH:13][CH:14]=[CH:15][CH:16]=2)[CH:11]=1. The yield is 0.620. (2) The reactants are [C:1]([N:8]1[CH2:15][CH2:14][CH2:13][C@H:9]1[C:10]([OH:12])=[O:11])([O:3][C:4]([CH3:7])([CH3:6])[CH3:5])=[O:2].C(N(CC)CC)C.[CH2:23](Br)[C:24]([C:26]1[CH:31]=[CH:30][CH:29]=[CH:28][CH:27]=1)=[O:25].O. The catalyst is C(OCC)(=O)C.CCOCC. The product is [CH2:23]([O:11][C:10](=[O:12])[C@@H:9]1[CH2:13][CH2:14][CH2:15][N:8]1[C:1]([O:3][C:4]([CH3:7])([CH3:6])[CH3:5])=[O:2])[C:24]([C:26]1[CH:31]=[CH:30][CH:29]=[CH:28][CH:27]=1)=[O:25]. The yield is 0.830. (3) The reactants are [F:1][C:2]1[CH:9]=[CH:8][C:5]([CH2:6]Br)=[CH:4][CH:3]=1.[CH2:10]([O:12][C:13](=[O:33])[C:14]1[CH:19]=[C:18]([N:20]2[C:24]([CH3:25])=[CH:23][CH:22]=[C:21]2[C:26]2[CH:31]=[CH:30][CH:29]=[CH:28][C:27]=2[OH:32])[CH:17]=[N:16][CH:15]=1)[CH3:11].C([O-])([O-])=O.[K+].[K+]. The catalyst is CN(C=O)C.CCOC(C)=O. The product is [CH2:10]([O:12][C:13](=[O:33])[C:14]1[CH:19]=[C:18]([N:20]2[C:24]([CH3:25])=[CH:23][CH:22]=[C:21]2[C:26]2[CH:31]=[CH:30][CH:29]=[CH:28][C:27]=2[O:32][CH2:6][C:5]2[CH:8]=[CH:9][C:2]([F:1])=[CH:3][CH:4]=2)[CH:17]=[N:16][CH:15]=1)[CH3:11]. The yield is 0.300. (4) The reactants are O[C:2]1[CH:7]=[C:6]([CH3:8])[CH:5]=[CH:4][N:3]=1.[H][H].CCN(CC)CC.[CH3:18][C:19]([O:22][C:23](O[C:23]([O:22][C:19]([CH3:21])([CH3:20])[CH3:18])=[O:24])=[O:24])([CH3:21])[CH3:20].CC(O)=[O:35]. No catalyst specified. The product is [C:19]([O:22][C:23]([N:3]1[CH2:4][CH2:5][CH:6]([CH3:8])[CH:7]([OH:35])[CH2:2]1)=[O:24])([CH3:21])([CH3:20])[CH3:18]. The yield is 0.330.